Predict the reactants needed to synthesize the given product. From a dataset of Full USPTO retrosynthesis dataset with 1.9M reactions from patents (1976-2016). Given the product [CH:44]1([S:41]([NH:40][C:38]([C@@:11]23[CH2:37][C@H:10]2[CH2:9][C:8]([F:47])([F:48])[CH2:7][CH2:6][CH2:5][CH2:4][CH2:3][C@H:2]([NH:1][C:57]([C:53]2[CH:54]=[C:55]([CH3:56])[N:51]([CH3:50])[N:52]=2)=[O:58])[C:16](=[O:17])[N:15]2[CH2:18][C@H:19]([O:21][C:22]4[N:23]=[C:24]5[C:29](=[C:30]6[C:35]=4[CH:34]=[CH:33][CH:32]=[CH:31]6)[CH:28]=[CH:27][CH:26]=[CH:25]5)[CH2:20][C@H:14]2[C:13](=[O:36])[NH:12]3)=[O:39])(=[O:43])=[O:42])[CH2:46][CH2:45]1, predict the reactants needed to synthesize it. The reactants are: [NH2:1][C@@H:2]1[C:16](=[O:17])[N:15]2[CH2:18][C@H:19]([O:21][C:22]3[N:23]=[C:24]4[C:29](=[C:30]5[C:35]=3[CH:34]=[CH:33][CH:32]=[CH:31]5)[CH:28]=[CH:27][CH:26]=[CH:25]4)[CH2:20][C@H:14]2[C:13](=[O:36])[NH:12][C@:11]2([C:38]([NH:40][S:41]([CH:44]3[CH2:46][CH2:45]3)(=[O:43])=[O:42])=[O:39])[CH2:37][C@H:10]2[CH2:9][C:8]([F:48])([F:47])[CH2:7][CH2:6][CH2:5][CH2:4][CH2:3]1.Cl.[CH3:50][N:51]1[C:55]([CH3:56])=[CH:54][C:53]([C:57](O)=[O:58])=[N:52]1.CN(C(ON1N=NC2C=CC=NC1=2)=[N+](C)C)C.F[P-](F)(F)(F)(F)F.C(N(C(C)C)C(C)C)C.